From a dataset of Forward reaction prediction with 1.9M reactions from USPTO patents (1976-2016). Predict the product of the given reaction. (1) Given the reactants [H-].[Na+].[O:3]1[C:7]2([CH2:12][CH2:11][CH:10]([CH2:13][OH:14])[CH2:9][CH2:8]2)[O:6][CH2:5][CH2:4]1.[CH2:15](Br)[C:16]1[CH:21]=[CH:20][CH:19]=[CH:18][CH:17]=1.Cl, predict the reaction product. The product is: [CH2:15]([O:14][CH2:13][CH:10]1[CH2:11][CH2:12][C:7]2([O:6][CH2:5][CH2:4][O:3]2)[CH2:8][CH2:9]1)[C:16]1[CH:21]=[CH:20][CH:19]=[CH:18][CH:17]=1. (2) Given the reactants [Cl:1][C:2]1[CH:3]=[C:4]([CH:7]=[C:8]([Cl:26])[C:9]=1[O:10][C:11]1[CH:16]=[CH:15][C:14]([OH:17])=[C:13]([CH2:18][C:19]2[CH:24]=[CH:23][C:22]([F:25])=[CH:21][CH:20]=2)[CH:12]=1)[CH2:5]Br.[CH2:27]([O:29][P:30]([O:34]CC)[O:31][CH2:32][CH3:33])[CH3:28], predict the reaction product. The product is: [Cl:1][C:2]1[CH:3]=[C:4]([CH:7]=[C:8]([Cl:26])[C:9]=1[O:10][C:11]1[CH:16]=[CH:15][C:14]([OH:17])=[C:13]([CH2:18][C:19]2[CH:24]=[CH:23][C:22]([F:25])=[CH:21][CH:20]=2)[CH:12]=1)[CH2:5][P:30](=[O:34])([O:31][CH2:32][CH3:33])[O:29][CH2:27][CH3:28]. (3) Given the reactants [CH3:1][O-:2].[Na+].[Na].[Cl:5][C:6]1[CH:14]=[CH:13][C:12]([CH3:15])=[C:11]([F:16])[C:7]=1C(N)=O.Br[N:18]1[C:22](=[O:23])CCC1=O, predict the reaction product. The product is: [CH3:1][O:2][C:22](=[O:23])[NH:18][C:7]1[C:11]([F:16])=[C:12]([CH3:15])[CH:13]=[CH:14][C:6]=1[Cl:5].